From a dataset of Peptide-MHC class II binding affinity with 134,281 pairs from IEDB. Regression. Given a peptide amino acid sequence and an MHC pseudo amino acid sequence, predict their binding affinity value. This is MHC class II binding data. (1) The peptide sequence is TPGQCNMVVERLGDY. The MHC is DRB1_0101 with pseudo-sequence DRB1_0101. The binding affinity (normalized) is 0.360. (2) The peptide sequence is KLNKFVSPKSVVGNF. The MHC is H-2-IAb with pseudo-sequence H-2-IAb. The binding affinity (normalized) is 0.585.